This data is from Full USPTO retrosynthesis dataset with 1.9M reactions from patents (1976-2016). The task is: Predict the reactants needed to synthesize the given product. (1) Given the product [CH3:1][O:2][CH2:3][CH2:4][O:5][CH2:6][O:7][C:8]1[CH:9]=[CH:10][C:11]([C@@H:14]2[CH2:16][C@H:15]2[NH2:17])=[CH:12][CH:13]=1, predict the reactants needed to synthesize it. The reactants are: [CH3:1][O:2][CH2:3][CH2:4][O:5][CH2:6][O:7][C:8]1[CH:13]=[CH:12][C:11]([C@@H:14]2[CH2:16][C@H:15]2[N+:17]([O-])=O)=[CH:10][CH:9]=1.Cl.[OH-].[Na+]. (2) Given the product [Cl:1][C:2]1[N:7]=[C:6]([C:8]2[CH:12]=[N:11][NH:10][CH:9]=2)[N:5]2[CH:21]=[CH:22][N:23]=[C:4]2[CH:3]=1, predict the reactants needed to synthesize it. The reactants are: [Cl:1][C:2]1[N:7]=[C:6]([C:8]2[CH:9]=[N:10][N:11](COCC[Si](C)(C)C)[CH:12]=2)[N:5]2[CH:21]=[CH:22][N:23]=[C:4]2[CH:3]=1.FC(F)(F)C(O)=O. (3) Given the product [Br:1][C:2]1[CH:3]=[C:4]([C:5]2[O:6][N:10]=[C:8]([CH3:9])[N:7]=2)[CH:13]=[CH:14][C:15]=1[CH3:16], predict the reactants needed to synthesize it. The reactants are: [Br:1][C:2]1[CH:3]=[C:4]([CH:13]=[CH:14][C:15]=1[CH3:16])[C:5](/[N:7]=[C:8](/[N:10](C)C)\[CH3:9])=[O:6].NO.[OH-].[Na+]. (4) Given the product [C:1]([C:3]1[CH:8]=[CH:7][C:6]([CH:9]2[N:14]3[N:15]=[C:16]([N:18]4[C:26](=[O:27])[C:25]5[C:20](=[CH:21][CH:22]=[CH:23][CH:24]=5)[C:19]4=[O:28])[N:17]=[C:13]3[N:12]([C:38]3[CH:37]=[CH:36][CH:35]=[C:34]([C:33]([F:44])([F:43])[F:32])[CH:39]=3)[C:11]([CH3:29])=[C:10]2[C:30]#[N:31])=[CH:5][CH:4]=1)#[N:2], predict the reactants needed to synthesize it. The reactants are: [C:1]([C:3]1[CH:8]=[CH:7][C:6]([CH:9]2[N:14]3[N:15]=[C:16]([N:18]4[C:26](=[O:27])[C:25]5[C:20](=[CH:21][CH:22]=[CH:23][CH:24]=5)[C:19]4=[O:28])[N:17]=[C:13]3[NH:12][C:11]([CH3:29])=[C:10]2[C:30]#[N:31])=[CH:5][CH:4]=1)#[N:2].[F:32][C:33]([F:44])([F:43])[C:34]1[CH:35]=[C:36](B(O)O)[CH:37]=[CH:38][CH:39]=1.C(N(CC)CC)C.N1C(C)=CC=CC=1C. (5) The reactants are: [N+:1]([C:4]1[CH:23]=[CH:22][C:7]([O:8][C:9]2[CH:14]=[CH:13][C:12]([CH2:15][CH2:16][C:17]([O:19][CH2:20][CH3:21])=[O:18])=[CH:11][CH:10]=2)=[CH:6][CH:5]=1)([O-])=O. Given the product [NH2:1][C:4]1[CH:5]=[CH:6][C:7]([O:8][C:9]2[CH:14]=[CH:13][C:12]([CH2:15][CH2:16][C:17]([O:19][CH2:20][CH3:21])=[O:18])=[CH:11][CH:10]=2)=[CH:22][CH:23]=1, predict the reactants needed to synthesize it.